Regression. Given two drug SMILES strings and cell line genomic features, predict the synergy score measuring deviation from expected non-interaction effect. From a dataset of NCI-60 drug combinations with 297,098 pairs across 59 cell lines. (1) Drug 1: CC1C(C(CC(O1)OC2CC(OC(C2O)C)OC3=CC4=CC5=C(C(=O)C(C(C5)C(C(=O)C(C(C)O)O)OC)OC6CC(C(C(O6)C)O)OC7CC(C(C(O7)C)O)OC8CC(C(C(O8)C)O)(C)O)C(=C4C(=C3C)O)O)O)O. Drug 2: C1CNP(=O)(OC1)N(CCCl)CCCl. Cell line: NCI-H522. Synergy scores: CSS=3.97, Synergy_ZIP=-0.119, Synergy_Bliss=0.126, Synergy_Loewe=-27.1, Synergy_HSA=1.10. (2) Drug 1: C1=NC(=NC(=O)N1C2C(C(C(O2)CO)O)O)N. Drug 2: C1CN(CCN1C(=O)CCBr)C(=O)CCBr. Cell line: MDA-MB-231. Synergy scores: CSS=46.5, Synergy_ZIP=-11.2, Synergy_Bliss=-5.21, Synergy_Loewe=-1.10, Synergy_HSA=-0.389.